The task is: Predict the reaction yield, written as a fraction of the theoretical maximum amount of product (1.0 means a 100% yield; for example, 0.34 means a 34% yield).. This data is from Reaction yield outcomes from USPTO patents with 853,638 reactions. (1) The reactants are C[O:2][C:3](=[O:21])[CH:4]([N:9]1[C:17]2[C:12](=[CH:13][C:14]([Br:18])=[CH:15][CH:16]=2)[C:11](=[O:19])[C:10]1=[O:20])[CH2:5][CH:6]([CH3:8])[CH3:7].O.[OH-].[Li+]. The catalyst is O1CCCC1.O. The product is [Br:18][C:14]1[CH:13]=[C:12]2[C:17](=[CH:16][CH:15]=1)[N:9]([CH:4]([CH2:5][CH:6]([CH3:7])[CH3:8])[C:3]([OH:21])=[O:2])[C:10](=[O:20])[C:11]2=[O:19]. The yield is 0.970. (2) The reactants are Br[C:2]1[CH:3]=[CH:4][C:5]([O:8][CH2:9][CH2:10][O:11][C:12]2[C:17]([Cl:18])=[CH:16][C:15]([CH3:19])=[CH:14][C:13]=2[Cl:20])=[N:6][CH:7]=1.[Li]CCCC.[CH2:26]([O:28][C:29]([C:31]1[C@@H:32]2[N:47]([CH3:48])[C@H:36]([CH2:37][C:38]=1OS(C(F)(F)F)(=O)=O)[CH2:35][N:34]([C:49]([O:51][C:52]([CH3:55])([CH3:54])[CH3:53])=[O:50])[CH2:33]2)=[O:30])[CH3:27].[NH4+].[Cl-]. The catalyst is C1COCC1.[Cl-].[Cl-].[Zn+2].C1C=CC([P]([Pd]([P](C2C=CC=CC=2)(C2C=CC=CC=2)C2C=CC=CC=2)([P](C2C=CC=CC=2)(C2C=CC=CC=2)C2C=CC=CC=2)[P](C2C=CC=CC=2)(C2C=CC=CC=2)C2C=CC=CC=2)(C2C=CC=CC=2)C2C=CC=CC=2)=CC=1. The product is [CH2:26]([O:28][C:29]([C:31]1[C@@H:32]2[N:47]([CH3:48])[C@H:36]([CH2:37][C:38]=1[C:2]1[CH:7]=[N:6][C:5]([O:8][CH2:9][CH2:10][O:11][C:12]3[C:17]([Cl:18])=[CH:16][C:15]([CH3:19])=[CH:14][C:13]=3[Cl:20])=[CH:4][CH:3]=1)[CH2:35][N:34]([C:49]([O:51][C:52]([CH3:53])([CH3:55])[CH3:54])=[O:50])[CH2:33]2)=[O:30])[CH3:27]. The yield is 0.520. (3) The reactants are C[O:2][C:3](=O)[C:4]1[CH:9]=[CH:8][C:7]([O:10][CH2:11][C:12]2[C:13]([C:18]3[CH:23]=[CH:22][C:21]([CH3:24])=[CH:20][C:19]=3[F:25])=[N:14][O:15][C:16]=2[CH3:17])=[N:6][CH:5]=1.COC(=O)C1C=CC(OC[C:38]2[C:39]([C:44]3C=CC=CC=3F)=[N:40]OC=2C)=NC=1.C(N)(C)C. No catalyst specified. The product is [F:25][C:19]1[CH:20]=[C:21]([CH3:24])[CH:22]=[CH:23][C:18]=1[C:13]1[C:12]([CH2:11][O:10][C:7]2[CH:8]=[CH:9][C:4]([C:3]([NH:40][CH:39]([CH3:44])[CH3:38])=[O:2])=[CH:5][N:6]=2)=[C:16]([CH3:17])[O:15][N:14]=1. The yield is 0.420. (4) The product is [CH:38]1([CH2:41][N:42]2[C:50]3[N:49]=[C:48]([CH2:51][C:52]4[CH:53]=[CH:54][C:55]([N:58]([CH3:59])[C:7]([C:6]5[C:2]([CH3:1])=[N:3][O:4][C:5]=5[CH3:10])=[O:9])=[CH:56][CH:57]=4)[NH:47][C:46]=3[C:45](=[O:60])[N:44]([CH2:61][C:62]3[CH:67]=[CH:66][CH:65]=[CH:64][C:63]=3[F:68])[C:43]2=[O:69])[CH2:40][CH2:39]1. The yield is 0.232. The catalyst is ClCCl. The reactants are [CH3:1][C:2]1[C:6]([C:7]([OH:9])=O)=[C:5]([CH3:10])[O:4][N:3]=1.C1(P(C2C=CC=CC=2)C2C=CC=CC=2)C=CC=CC=1.ClN1C(=O)CCC1=O.[CH:38]1([CH2:41][N:42]2[C:50]3[N:49]=[C:48]([CH2:51][C:52]4[CH:57]=[CH:56][C:55]([NH:58][CH3:59])=[CH:54][CH:53]=4)[NH:47][C:46]=3[C:45](=[O:60])[N:44]([CH2:61][C:62]3[CH:67]=[CH:66][CH:65]=[CH:64][C:63]=3[F:68])[C:43]2=[O:69])[CH2:40][CH2:39]1.